From a dataset of Forward reaction prediction with 1.9M reactions from USPTO patents (1976-2016). Predict the product of the given reaction. (1) Given the reactants [C:1]([C:5]1[O:9][N:8]=[C:7]([NH:10][C:11](=[O:17])[O:12][C:13]([CH3:16])([CH3:15])[CH3:14])[CH:6]=1)([CH3:4])([CH3:3])[CH3:2].[CH2:18]([Li])CCC.CI, predict the reaction product. The product is: [C:13]([O:12][C:11](=[O:17])[NH:10][C:7]1[C:6]([CH3:18])=[C:5]([C:1]([CH3:4])([CH3:2])[CH3:3])[O:9][N:8]=1)([CH3:16])([CH3:15])[CH3:14]. (2) The product is: [CH3:20][C:21]1[NH:22][C:23]2[C:28]([C:29]=1[CH3:30])=[CH:27][C:26]([NH:31][C:2]1[CH:7]=[CH:6][N:5]=[C:4]3[CH:8]=[C:9]([C:11]([N:13]4[CH2:17][CH2:16][C@H:15]([O:18][CH3:19])[CH2:14]4)=[O:12])[S:10][C:3]=13)=[CH:25][CH:24]=2. Given the reactants Cl[C:2]1[CH:7]=[CH:6][N:5]=[C:4]2[CH:8]=[C:9]([C:11]([N:13]3[CH2:17][CH2:16][C@H:15]([O:18][CH3:19])[CH2:14]3)=[O:12])[S:10][C:3]=12.[CH3:20][C:21]1[NH:22][C:23]2[C:28]([C:29]=1[CH3:30])=[CH:27][C:26]([NH2:31])=[CH:25][CH:24]=2, predict the reaction product. (3) Given the reactants CS(C)=O.C(Cl)(=O)C(Cl)=O.[Br:11][C:12]1[CH:25]=[CH:24][C:23]2[O:22][CH:21]3[CH:16]([CH2:17][N:18]([CH3:26])[CH2:19][CH2:20]3)[CH:15]([OH:27])[C:14]=2[CH:13]=1.C1COCC1, predict the reaction product. The product is: [Br:11][C:12]1[CH:25]=[CH:24][C:23]2[O:22][CH:21]3[CH:16]([CH2:17][N:18]([CH3:26])[CH2:19][CH2:20]3)[C:15](=[O:27])[C:14]=2[CH:13]=1. (4) Given the reactants C[O-].[Na+].C([O:7][CH2:8][C:9]1[CH:14]=[C:13]([C:15](=[O:20])[N:16]([O:18][CH3:19])[CH3:17])[N:12]=[CH:11][N:10]=1)(=O)C, predict the reaction product. The product is: [OH:7][CH2:8][C:9]1[N:10]=[CH:11][N:12]=[C:13]([C:15]([N:16]([O:18][CH3:19])[CH3:17])=[O:20])[CH:14]=1. (5) Given the reactants [H-].[Na+].O=[C:4]1[CH2:9][CH2:8][N:7]([C:10]([O:12][CH2:13][C:14]2[CH:19]=[CH:18][CH:17]=[CH:16][CH:15]=2)=[O:11])[CH2:6][CH2:5]1.O.[CH3:21]S(C)=O, predict the reaction product. The product is: [CH2:21]=[C:4]1[CH2:9][CH2:8][N:7]([C:10]([O:12][CH2:13][C:14]2[CH:19]=[CH:18][CH:17]=[CH:16][CH:15]=2)=[O:11])[CH2:6][CH2:5]1.